Dataset: Forward reaction prediction with 1.9M reactions from USPTO patents (1976-2016). Task: Predict the product of the given reaction. (1) The product is: [CH:1]1([C:7]2[N:16]3[C:10]([C:11](=[CH:46][C:39]4[C:40]5[C:45](=[CH:44][CH:43]=[CH:42][CH:41]=5)[NH:37][CH:38]=4)[C:12](=[O:36])[N:13]([CH2:21][C:22]([N:24]([CH:33]([CH3:34])[CH3:35])[C:25]4[CH:26]=[N:27][C:28]([O:31][CH3:32])=[CH:29][CH:30]=4)=[O:23])[C:14]4[CH:20]=[CH:19][CH:18]=[CH:17][C:15]=43)=[N:9][N:8]=2)[CH2:6][CH2:5][CH2:4][CH2:3][CH2:2]1. Given the reactants [CH:1]1([C:7]2[N:16]3[C:10]([CH2:11][C:12](=[O:36])[N:13]([CH2:21][C:22]([N:24]([CH:33]([CH3:35])[CH3:34])[C:25]4[CH:26]=[N:27][C:28]([O:31][CH3:32])=[CH:29][CH:30]=4)=[O:23])[C:14]4[CH:20]=[CH:19][CH:18]=[CH:17][C:15]=43)=[N:9][N:8]=2)[CH2:6][CH2:5][CH2:4][CH2:3][CH2:2]1.[NH:37]1[C:45]2[C:40](=[CH:41][CH:42]=[CH:43][CH:44]=2)[C:39]([CH:46]=O)=[CH:38]1, predict the reaction product. (2) Given the reactants [NH2:1][C:2]1[C:21]([Br:22])=[CH:20][C:19]([CH3:23])=[CH:18][C:3]=1[C:4]([NH:6][CH2:7][C:8]1[CH:13]=[C:12]([Cl:14])[CH:11]=[CH:10][C:9]=1[S:15][CH2:16][CH3:17])=[O:5].ClC1C(C2OCCO2)=C(OC(F)(F)F)C=C2C=1N[C:32](=[O:35])N(CC1C=C(Cl)C=CC=1S(CC)(=O)=O)C2=O.ClC(OCC)=O, predict the reaction product. The product is: [Br:22][C:21]1[CH:20]=[C:19]([CH3:23])[CH:18]=[C:3]2[C:2]=1[NH:1][C:32](=[O:35])[N:6]([CH2:7][C:8]1[CH:13]=[C:12]([Cl:14])[CH:11]=[CH:10][C:9]=1[S:15][CH2:16][CH3:17])[C:4]2=[O:5]. (3) Given the reactants Cl.Cl.[C:3]([O:7][C:8]([N:10]([C@@H:24]1[CH2:28][CH2:27][NH:26][CH2:25]1)[C:11]1[N:16]=[CH:15][C:14](/[CH:17]=[CH:18]/[C:19]([O:21][CH2:22][CH3:23])=[O:20])=[CH:13][CH:12]=1)=[O:9])([CH3:6])([CH3:5])[CH3:4].[C:29]1(=O)[CH2:34][CH2:33][CH2:32][CH2:31][CH2:30]1.C(O[BH-](OC(=O)C)OC(=O)C)(=O)C.[Na+].C(N(CC)C(C)C)(C)C.[Cl-].[NH4+], predict the reaction product. The product is: [C:3]([O:7][C:8]([N:10]([C@@H:24]1[CH2:28][CH2:27][N:26]([CH:29]2[CH2:34][CH2:33][CH2:32][CH2:31][CH2:30]2)[CH2:25]1)[C:11]1[N:16]=[CH:15][C:14](/[CH:17]=[CH:18]/[C:19]([O:21][CH2:22][CH3:23])=[O:20])=[CH:13][CH:12]=1)=[O:9])([CH3:4])([CH3:5])[CH3:6]. (4) Given the reactants [CH3:1][O:2][C:3](=[O:12])[C:4]1[CH:9]=[C:8]([Br:10])[CH:7]=[N:6][C:5]=1Cl.[O:13]1[CH2:18][CH2:17][N:16]([CH2:19][CH2:20][NH2:21])[CH2:15][CH2:14]1, predict the reaction product. The product is: [Br:10][C:8]1[CH:7]=[N:6][C:5]([NH:21][CH2:20][CH2:19][N:16]2[CH2:17][CH2:18][O:13][CH2:14][CH2:15]2)=[C:4]([CH:9]=1)[C:3]([O:2][CH3:1])=[O:12]. (5) Given the reactants Cl[C:2]1[CH:7]=[C:6]([Cl:8])[N:5]=[CH:4][N:3]=1.[NH2:9][CH:10]([CH2:13][CH3:14])[CH2:11][OH:12], predict the reaction product. The product is: [Cl:8][C:6]1[N:5]=[CH:4][N:3]=[C:2]([NH:9][CH:10]([CH2:13][CH3:14])[CH2:11][OH:12])[CH:7]=1.